Dataset: Forward reaction prediction with 1.9M reactions from USPTO patents (1976-2016). Task: Predict the product of the given reaction. Given the reactants [CH2:1]([C:3]1[C:12]([CH2:13][C:14]2[CH:19]=[CH:18][C:17]([C:20]3[CH:24]=[CH:23][N:22]([CH3:25])[N:21]=3)=[CH:16][CH:15]=2)=[CH:11][C:6]([C:7]([O:9][CH3:10])=[O:8])=[C:5]([CH:26]=C)[CH:4]=1)[CH3:2].I([O-])(=O)(=O)=[O:29].[Na+].C(#N)C.O, predict the reaction product. The product is: [CH2:1]([C:3]1[C:12]([CH2:13][C:14]2[CH:19]=[CH:18][C:17]([C:20]3[CH:24]=[CH:23][N:22]([CH3:25])[N:21]=3)=[CH:16][CH:15]=2)=[CH:11][C:6]([C:7]([O:9][CH3:10])=[O:8])=[C:5]([CH:26]=[O:29])[CH:4]=1)[CH3:2].